From a dataset of Peptide-MHC class I binding affinity with 185,985 pairs from IEDB/IMGT. Regression. Given a peptide amino acid sequence and an MHC pseudo amino acid sequence, predict their binding affinity value. This is MHC class I binding data. (1) The peptide sequence is RFTPQFLLQ. The MHC is HLA-A24:02 with pseudo-sequence HLA-A24:02. The binding affinity (normalized) is 0.232. (2) The peptide sequence is KMFNSVGGA. The MHC is HLA-A02:03 with pseudo-sequence HLA-A02:03. The binding affinity (normalized) is 0.936. (3) The peptide sequence is KRMMIRYCL. The MHC is HLA-A26:03 with pseudo-sequence HLA-A26:03. The binding affinity (normalized) is 0.0847. (4) The peptide sequence is IRYPKTFGWLW. The MHC is Mamu-B03 with pseudo-sequence Mamu-B03. The binding affinity (normalized) is 0.214. (5) The peptide sequence is NPPVPGHIF. The MHC is HLA-A02:06 with pseudo-sequence HLA-A02:06. The binding affinity (normalized) is 0.0914. (6) The peptide sequence is VTDSQYALGI. The MHC is HLA-A29:02 with pseudo-sequence HLA-A29:02. The binding affinity (normalized) is 0.